This data is from Forward reaction prediction with 1.9M reactions from USPTO patents (1976-2016). The task is: Predict the product of the given reaction. (1) Given the reactants Br[CH2:2][C:3]1[CH:8]=[CH:7][C:6]([S:9]([N:12]2[CH2:17][CH2:16][N:15]([CH2:18][CH:19]3[CH2:24][CH2:23][N:22]([C:25]([O:27][C:28]([CH3:31])([CH3:30])[CH3:29])=[O:26])[CH2:21][CH2:20]3)[C:14](=[O:32])[CH2:13]2)(=[O:11])=[O:10])=[CH:5][CH:4]=1.C([O-])(=[O:35])C.[K+], predict the reaction product. The product is: [C:28]([O:27][C:25]([N:22]1[CH2:23][CH2:24][CH:19]([CH2:18][N:15]2[CH2:16][CH2:17][N:12]([S:9]([C:6]3[CH:5]=[CH:4][C:3]([CH2:2][OH:35])=[CH:8][CH:7]=3)(=[O:11])=[O:10])[CH2:13][C:14]2=[O:32])[CH2:20][CH2:21]1)=[O:26])([CH3:30])([CH3:29])[CH3:31]. (2) The product is: [CH3:15][C:8]1([CH3:16])[C:7]2[S:6][C:5]3[C:4]([N:17]4[CH2:22][CH2:21][O:20][CH2:19][CH2:18]4)=[N:3][C:2]([C:41]4[CH:42]=[N:43][C:44]([NH2:47])=[N:45][CH:46]=4)=[N:14][C:13]=3[C:12]=2[CH2:11][CH2:10][O:9]1. Given the reactants Cl[C:2]1[N:3]=[C:4]([N:17]2[CH2:22][CH2:21][O:20][CH2:19][CH2:18]2)[C:5]2[S:6][C:7]3[C:8]([CH3:16])([CH3:15])[O:9][CH2:10][CH2:11][C:12]=3[C:13]=2[N:14]=1.C(#N)C.C(=O)([O-])[O-].[Na+].[Na+].O.CC1(C)C(C)(C)OC([C:41]2[CH:42]=[N:43][C:44]([NH2:47])=[N:45][CH:46]=2)O1, predict the reaction product. (3) Given the reactants [F:1][C:2]1[CH:7]=[CH:6][CH:5]=[CH:4][C:3]=1[N:8]1[CH:12]=[CH:11][CH:10]=[CH:9]1.[Cl-].[CH3:14][O:15][C:16]1[CH:28]=[CH:27][CH:26]=[CH:25][C:17]=1[CH:18]=[N+:19]1[CH2:24][CH2:23][O:22][CH2:21][CH2:20]1, predict the reaction product. The product is: [F:1][C:2]1[CH:7]=[CH:6][CH:5]=[CH:4][C:3]=1[N:8]1[CH:12]=[CH:11][CH:10]=[C:9]1[CH:18]([C:17]1[CH:25]=[CH:26][CH:27]=[CH:28][C:16]=1[O:15][CH3:14])[N:19]1[CH2:24][CH2:23][O:22][CH2:21][CH2:20]1. (4) Given the reactants [CH3:1][C:2]1[N:3]=[C:4]2[N:8]([C:9](=[O:22])[C:10]=1[C:11]1[CH:16]=[CH:15][C:14]([O:17][C:18]([F:21])([F:20])[F:19])=[CH:13][CH:12]=1)[C:7]1[CH:23]=[CH:24][CH:25]=[CH:26][C:6]=1[N:5]2[CH3:27].[CH:28]1([CH2:31][O:32][C:33]2[C:40]([O:41][CH3:42])=[CH:39][CH:38]=[CH:37][C:34]=2[CH:35]=O)[CH2:30][CH2:29]1.[O-]CC.[Na+], predict the reaction product. The product is: [CH:28]1([CH2:31][O:32][C:33]2[C:40]([O:41][CH3:42])=[CH:39][CH:38]=[CH:37][C:34]=2/[CH:35]=[CH:1]/[C:2]2[N:3]=[C:4]3[N:8]([C:9](=[O:22])[C:10]=2[C:11]2[CH:12]=[CH:13][C:14]([O:17][C:18]([F:21])([F:19])[F:20])=[CH:15][CH:16]=2)[C:7]2[CH:23]=[CH:24][CH:25]=[CH:26][C:6]=2[N:5]3[CH3:27])[CH2:29][CH2:30]1. (5) Given the reactants [Cl:1][C:2]1[N:7]=[CH:6][C:5]([O:8][C:9]([CH3:13])([CH3:12])[CH:10]=O)=[CH:4][CH:3]=1.C(=O)=O.C(#N)C.C(O)(=O)C.C(O[BH-](OC(=O)C)OC(=O)C)(=O)C.[Na+].[NH:38]1[CH2:41][CH2:40][CH2:39]1, predict the reaction product. The product is: [N:38]1([CH2:10][C:9]([CH3:13])([CH3:12])[O:8][C:5]2[CH:4]=[CH:3][C:2]([Cl:1])=[N:7][CH:6]=2)[CH2:41][CH2:40][CH2:39]1.